This data is from Catalyst prediction with 721,799 reactions and 888 catalyst types from USPTO. The task is: Predict which catalyst facilitates the given reaction. (1) Reactant: [CH2:1]([N:8]([CH2:12][C:13]1[CH:14]=[C:15]([CH:33]=[CH:34][C:35]=1[OH:36])[O:16][C:17]1[C:22]([CH3:23])=[CH:21][C:20]([NH:24][C:25](=[O:31])[C:26]([O:28]CC)=[O:27])=[CH:19][C:18]=1[CH3:32])[CH:9]([CH3:11])[CH3:10])[C:2]1[CH:7]=[CH:6][CH:5]=[CH:4][CH:3]=1.[OH-].[Na+]. Product: [CH2:1]([N:8]([CH2:12][C:13]1[CH:14]=[C:15]([CH:33]=[CH:34][C:35]=1[OH:36])[O:16][C:17]1[C:22]([CH3:23])=[CH:21][C:20]([NH:24][C:25](=[O:31])[C:26]([OH:28])=[O:27])=[CH:19][C:18]=1[CH3:32])[CH:9]([CH3:11])[CH3:10])[C:2]1[CH:7]=[CH:6][CH:5]=[CH:4][CH:3]=1. The catalyst class is: 38. (2) The catalyst class is: 16. Reactant: [N:1]1[CH:6]=[CH:5][C:4]([NH:7][C:8](=[O:15])OCC(Cl)(Cl)Cl)=[CH:3][CH:2]=1.[S:16]1[CH:20]=[CH:19][C:18]([C:21]2[N:25]=[C:24]([N:26]3[CH2:31][CH2:30][NH:29][CH2:28][CH2:27]3)[S:23][N:22]=2)=[CH:17]1.C(N(C(C)C)CC)(C)C.O. Product: [N:1]1[CH:2]=[CH:3][C:4]([NH:7][C:8]([N:29]2[CH2:28][CH2:27][N:26]([C:24]3[S:23][N:22]=[C:21]([C:18]4[CH:19]=[CH:20][S:16][CH:17]=4)[N:25]=3)[CH2:31][CH2:30]2)=[O:15])=[CH:5][CH:6]=1. (3) Reactant: [C:1]1([C@@H:7]2[CH2:9][C@H:8]2[C:10](Cl)=[O:11])[CH:6]=[CH:5][CH:4]=[CH:3][CH:2]=1.[NH2:13][C:14]1[CH:19]=[CH:18][C:17]([C:20]2[C:28]3[C:23](=[N:24][CH:25]=[N:26][C:27]=3[NH2:29])[N:22]([CH:30]3[CH2:35][CH2:34][N:33]([CH3:36])[CH2:32][CH2:31]3)[N:21]=2)=[CH:16][C:15]=1[O:37][CH3:38]. Product: [NH2:29][C:27]1[N:26]=[CH:25][N:24]=[C:23]2[N:22]([CH:30]3[CH2:35][CH2:34][N:33]([CH3:36])[CH2:32][CH2:31]3)[N:21]=[C:20]([C:17]3[CH:18]=[CH:19][C:14]([NH:13][C:10]([C@@H:8]4[CH2:9][C@H:7]4[C:1]4[CH:6]=[CH:5][CH:4]=[CH:3][CH:2]=4)=[O:11])=[C:15]([O:37][CH3:38])[CH:16]=3)[C:28]=12. The catalyst class is: 272. (4) Reactant: C(OC([N:8]1[CH2:13][CH2:12][N:11]([C:14]2[CH:15]=[C:16]([CH3:41])[C:17]3[N:18]([C:20]([N:25]([C:27]4[S:28][C:29]([C:39]#[N:40])=[C:30]([C:32]5[CH:37]=[CH:36][C:35]([F:38])=[CH:34][CH:33]=5)[N:31]=4)[CH3:26])=[C:21]([CH2:23][CH3:24])[N:22]=3)[CH:19]=2)[CH2:10][CH2:9]1)=O)(C)(C)C.Cl.CCOCC. Product: [CH2:23]([C:21]1[N:22]=[C:17]2[C:16]([CH3:41])=[CH:15][C:14]([N:11]3[CH2:12][CH2:13][NH:8][CH2:9][CH2:10]3)=[CH:19][N:18]2[C:20]=1[N:25]([CH3:26])[C:27]1[S:28][C:29]([C:39]#[N:40])=[C:30]([C:32]2[CH:37]=[CH:36][C:35]([F:38])=[CH:34][CH:33]=2)[N:31]=1)[CH3:24]. The catalyst class is: 5. (5) Reactant: [CH2:1]([S:3][C:4]1[N:5]([CH2:11][CH:12]([CH3:14])[CH3:13])[C:6](CO)=[N:7][N:8]=1)[CH3:2].[CH:15]([Cl:18])(Cl)[Cl:16]. Product: [ClH:16].[Cl:18][CH2:15][C:6]1[N:5]([CH2:11][CH:12]([CH3:14])[CH3:13])[C:4]([S:3][CH2:1][CH3:2])=[N:8][N:7]=1. The catalyst class is: 309. (6) Reactant: [Br:1][C:2]1[C:10]2[C:9](Cl)=[N:8][CH:7]=[N:6][C:5]=2[S:4][CH:3]=1.[N:12]1([CH2:17][CH2:18][O:19][CH2:20][CH:21]2[CH2:26][CH2:25][NH:24][CH2:23][CH2:22]2)[CH2:16][CH2:15][CH2:14][CH2:13]1.C(=O)([O-])[O-].[K+].[K+].C(OCC)(=O)C. Product: [Br:1][C:2]1[C:10]2[C:9]([N:24]3[CH2:25][CH2:26][CH:21]([CH2:20][O:19][CH2:18][CH2:17][N:12]4[CH2:16][CH2:15][CH2:14][CH2:13]4)[CH2:22][CH2:23]3)=[N:8][CH:7]=[N:6][C:5]=2[S:4][CH:3]=1. The catalyst class is: 47. (7) Reactant: Br[C:2]1[CH:3]=[C:4]([NH:8][CH:9]2[CH2:14][CH2:13][O:12][CH2:11][CH2:10]2)[CH:5]=[CH:6][CH:7]=1.[B:15]1([B:15]2[O:19][C:18]([CH3:21])([CH3:20])[C:17]([CH3:23])([CH3:22])[O:16]2)[O:19][C:18]([CH3:21])([CH3:20])[C:17]([CH3:23])([CH3:22])[O:16]1.C([O-])(=O)C.[K+]. Product: [O:12]1[CH2:13][CH2:14][CH:9]([NH:8][C:4]2[CH:5]=[CH:6][CH:7]=[C:2]([B:15]3[O:19][C:18]([CH3:21])([CH3:20])[C:17]([CH3:23])([CH3:22])[O:16]3)[CH:3]=2)[CH2:10][CH2:11]1. The catalyst class is: 16.